From a dataset of Full USPTO retrosynthesis dataset with 1.9M reactions from patents (1976-2016). Predict the reactants needed to synthesize the given product. The reactants are: Br[C:2]1[CH:33]=[CH:32][C:5]([C:6]([NH:8][CH2:9][CH:10]([CH3:31])[CH2:11][C:12]([NH:14][C:15]2[CH:16]=[C:17]3[C:22](=[CH:23][CH:24]=2)[N:21]([CH2:25][CH3:26])[C:20](=[O:27])[N:19]([CH2:28][CH3:29])[C:18]3=[O:30])=[O:13])=[O:7])=[CH:4][C:3]=1[Cl:34].[NH:35]1[CH2:40][CH2:39][O:38][CH2:37][CH2:36]1.C1(P(C2CCCCC2)C2C=CC=CC=2C2C(OC(C)C)=CC=CC=2OC(C)C)CCCCC1.CC(C)([O-])C.[K+]. Given the product [Cl:34][C:3]1[CH:4]=[C:5]([CH:32]=[CH:33][C:2]=1[N:35]1[CH2:40][CH2:39][O:38][CH2:37][CH2:36]1)[C:6]([NH:8][CH2:9][CH:10]([CH3:31])[CH2:11][C:12]([NH:14][C:15]1[CH:16]=[C:17]2[C:22](=[CH:23][CH:24]=1)[N:21]([CH2:25][CH3:26])[C:20](=[O:27])[N:19]([CH2:28][CH3:29])[C:18]2=[O:30])=[O:13])=[O:7], predict the reactants needed to synthesize it.